From a dataset of Reaction yield outcomes from USPTO patents with 853,638 reactions. Predict the reaction yield, written as a fraction of the theoretical maximum amount of product (1.0 means a 100% yield; for example, 0.34 means a 34% yield). The reactants are Br[C:2]1[N:7]=[C:6]([C:8]([OH:10])=[O:9])[CH:5]=[CH:4][CH:3]=1.[F:11][C:12]1[CH:17]=[CH:16][CH:15]=[C:14]([F:18])[C:13]=1B(O)O. The catalyst is C1C=CC(P(C2C=CC=CC=2)[C-]2C=CC=C2)=CC=1.C1C=CC(P(C2C=CC=CC=2)[C-]2C=CC=C2)=CC=1.Cl[Pd]Cl.[Fe+2].C(Cl)Cl. The product is [F:11][C:12]1[CH:17]=[CH:16][CH:15]=[C:14]([F:18])[C:13]=1[C:2]1[N:7]=[C:6]([C:8]([OH:10])=[O:9])[CH:5]=[CH:4][CH:3]=1. The yield is 0.380.